This data is from Reaction yield outcomes from USPTO patents with 853,638 reactions. The task is: Predict the reaction yield, written as a fraction of the theoretical maximum amount of product (1.0 means a 100% yield; for example, 0.34 means a 34% yield). The reactants are Cl[C:2]1[C:11]2[C:6](=[CH:7][CH:8]=[C:9]([Cl:12])[N:10]=2)[N:5]=[CH:4][C:3]=1[C:13](=[O:15])[CH3:14].[N:16]1([CH2:21][C:22]2[CH:28]=[CH:27][C:25]([NH2:26])=[CH:24][CH:23]=2)[CH2:20][CH2:19][CH2:18][CH2:17]1. No catalyst specified. The product is [Cl:12][C:9]1[N:10]=[C:11]2[C:6](=[CH:7][CH:8]=1)[N:5]=[CH:4][C:3]([C:13](=[O:15])[CH3:14])=[C:2]2[NH:26][C:25]1[CH:24]=[CH:23][C:22]([CH2:21][N:16]2[CH2:20][CH2:19][CH2:18][CH2:17]2)=[CH:28][CH:27]=1. The yield is 0.250.